Dataset: Catalyst prediction with 721,799 reactions and 888 catalyst types from USPTO. Task: Predict which catalyst facilitates the given reaction. (1) Reactant: [C:1]([C:3]1[CH:9]=[CH:8][C:6]([NH2:7])=[CH:5][CH:4]=1)#[N:2].[NH2:10][C:11]1[CH:16]=[CH:15][CH:14]=[CH:13][CH:12]=1.[NH2:17]C(N)=O. Product: [NH:10]=[C:11]1[CH:16]=[CH:15][C:14]([N:17]=[N:7][C:6]2[CH:8]=[CH:9][C:3]([C:1]#[N:2])=[CH:4][CH:5]=2)=[CH:13][CH2:12]1. The catalyst class is: 6. (2) Reactant: C(N(CC)CC)C.[C:8](Cl)(Cl)=[S:9].[NH2:12][CH:13]1[CH2:18][CH2:17][N:16]([CH2:19][C:20]2[CH:25]=[CH:24][CH:23]=[CH:22][CH:21]=2)[CH2:15][CH2:14]1.[CH:26]([C:29]1[C:30]([O:43][CH2:44][O:45][CH3:46])=[CH:31][C:32]([O:39][CH2:40][O:41][CH3:42])=[C:33]([CH:38]=1)[C:34]([NH:36][NH2:37])=[O:35])([CH3:28])[CH3:27]. Product: [CH2:19]([N:16]1[CH2:17][CH2:18][CH:13]([NH:12][C:8](=[S:9])[NH:37][NH:36][C:34](=[O:35])[C:33]2[CH:38]=[C:29]([CH:26]([CH3:28])[CH3:27])[C:30]([O:43][CH2:44][O:45][CH3:46])=[CH:31][C:32]=2[O:39][CH2:40][O:41][CH3:42])[CH2:14][CH2:15]1)[C:20]1[CH:25]=[CH:24][CH:23]=[CH:22][CH:21]=1. The catalyst class is: 7. (3) Reactant: [C:1]([N:4]1[CH2:9][CH2:8][C:7](=O)[CH:6](Br)[CH2:5]1)(=[O:3])[CH3:2].[OH:12][C:13]1[CH:18]=[CH:17][C:16]([C:19](=[S:21])[NH2:20])=[CH:15][CH:14]=1. Product: [C:1]([N:4]1[CH2:9][CH2:8][C:7]2[N:20]=[C:19]([C:16]3[CH:17]=[CH:18][C:13]([OH:12])=[CH:14][CH:15]=3)[S:21][C:6]=2[CH2:5]1)(=[O:3])[CH3:2]. The catalyst class is: 32. (4) Reactant: N(OCCC(C)C)=O.[C:9]([O:12][CH2:13][C@@H:14]1[C@@H:18]([O:19][C:20](=[O:22])[CH3:21])[C@@H:17]([O:23][C:24](=[O:26])[CH3:25])[C@H:16]([N:27]2[CH:35]=[N:34][C:33]3[C:28]2=[N:29][C:30](N)=[N:31][C:32]=3[Cl:36])[O:15]1)(=[O:11])[CH3:10].C(I)[I:39].[O-]S([O-])(=S)=O.[Na+].[Na+]. Product: [C:9]([O:12][CH2:13][C@@H:14]1[C@@H:18]([O:19][C:20](=[O:22])[CH3:21])[C@@H:17]([O:23][C:24](=[O:26])[CH3:25])[C@H:16]([N:27]2[CH:35]=[N:34][C:33]3[C:28]2=[N:29][C:30]([I:39])=[N:31][C:32]=3[Cl:36])[O:15]1)(=[O:11])[CH3:10]. The catalyst class is: 356. (5) Reactant: C[O:2][C:3]1[CH:4]=[C:5]([C:9]2[CH:16]=[CH:15][C:12]([C:13]#[N:14])=[CH:11][CH:10]=2)[CH:6]=[N:7][CH:8]=1.Cl.[NH+]1C=CC=CC=1.[OH-].[Na+]. Product: [OH:2][C:3]1[CH:4]=[C:5]([C:9]2[CH:16]=[CH:15][C:12]([C:13]#[N:14])=[CH:11][CH:10]=2)[CH:6]=[N:7][CH:8]=1. The catalyst class is: 6.